This data is from Catalyst prediction with 721,799 reactions and 888 catalyst types from USPTO. The task is: Predict which catalyst facilitates the given reaction. (1) The catalyst class is: 504. Product: [F:22][CH:21]([F:23])[CH2:20][N:13]1[CH2:12][C:11]2([CH2:10][CH2:9][N:8]([C:6]([O:5][C:1]([CH3:2])([CH3:3])[CH3:4])=[O:7])[CH2:25][CH2:24]2)[O:16][CH:15]([C:17](=[O:18])[NH:26][CH2:27][C:28](=[O:31])[CH2:29][CH3:30])[CH2:14]1. Reactant: [C:1]([O:5][C:6]([N:8]1[CH2:25][CH2:24][C:11]2([O:16][CH:15]([C:17](O)=[O:18])[CH2:14][N:13]([CH2:20][CH:21]([F:23])[F:22])[CH2:12]2)[CH2:10][CH2:9]1)=[O:7])([CH3:4])([CH3:3])[CH3:2].[NH2:26][CH2:27][C:28](=[O:31])[CH2:29][CH3:30].C(N(CC)CC)C. (2) Reactant: [C:1]([N:8]1[CH2:16][C:15]2[C:10](=[CH:11][CH:12]=[CH:13][CH:14]=2)[CH:9]1[C:17]([OH:19])=[O:18])([O:3][C:4]([CH3:7])([CH3:6])[CH3:5])=[O:2].[CH3:20][Si](C=[N+]=[N-])(C)C. Product: [C:1]([N:8]1[CH2:16][C:15]2[C:10](=[CH:11][CH:12]=[CH:13][CH:14]=2)[CH:9]1[C:17]([O:19][CH3:20])=[O:18])([O:3][C:4]([CH3:7])([CH3:6])[CH3:5])=[O:2]. The catalyst class is: 61.